From a dataset of Merck oncology drug combination screen with 23,052 pairs across 39 cell lines. Regression. Given two drug SMILES strings and cell line genomic features, predict the synergy score measuring deviation from expected non-interaction effect. Drug 1: CC(=O)OC1C(=O)C2(C)C(O)CC3OCC3(OC(C)=O)C2C(OC(=O)c2ccccc2)C2(O)CC(OC(=O)C(O)C(NC(=O)c3ccccc3)c3ccccc3)C(C)=C1C2(C)C. Drug 2: O=C(O)C1(Cc2cccc(Nc3nccs3)n2)CCC(Oc2cccc(Cl)c2F)CC1. Cell line: NCIH460. Synergy scores: synergy=31.3.